From a dataset of Full USPTO retrosynthesis dataset with 1.9M reactions from patents (1976-2016). Predict the reactants needed to synthesize the given product. (1) Given the product [Cl:15][C:16]1[CH:21]=[CH:20][C:19]([C:12](=[O:13])[CH2:11][CH2:10][CH:5]2[CH2:9][CH2:8][CH2:7][CH2:6]2)=[CH:18][CH:17]=1, predict the reactants needed to synthesize it. The reactants are: [Cl-].[Al+3].[Cl-].[Cl-].[CH:5]1([CH2:10][CH2:11][C:12](Cl)=[O:13])[CH2:9][CH2:8][CH2:7][CH2:6]1.[Cl:15][C:16]1[CH:21]=[CH:20][CH:19]=[CH:18][CH:17]=1.O. (2) Given the product [CH3:28][O:29][C:30]1[CH:31]=[C:32]([NH:36][C:2]2[C:7]([C:8]3[N:13]=[C:12]([CH3:14])[N:11]=[C:10]([NH2:38])[N:9]=3)=[CH:6][C:5]([CH2:17][N:18]3[CH2:23][CH2:22][N:21]([S:24]([CH3:27])(=[O:25])=[O:26])[CH2:20][CH2:19]3)=[CH:4][N:3]=2)[CH:33]=[N:34][CH:35]=1, predict the reactants needed to synthesize it. The reactants are: F[C:2]1[C:7]([C:8]2[N:13]=[C:12]([CH3:14])[N:11]=[C:10](SC)[N:9]=2)=[CH:6][C:5]([CH2:17][N:18]2[CH2:23][CH2:22][N:21]([S:24]([CH3:27])(=[O:26])=[O:25])[CH2:20][CH2:19]2)=[CH:4][N:3]=1.[CH3:28][O:29][C:30]1[CH:31]=[C:32]([NH2:36])[CH:33]=[N:34][CH:35]=1.C[N:38](C=O)C.[Li+].C[Si]([N-][Si](C)(C)C)(C)C.C1COCC1.N.CC(O)C. (3) Given the product [Br:21][C:14]1[S:13][C:12]([C:15]([O:17][CH3:18])=[O:16])=[CH:11][C:10]=1[C:3]1[N:4]2[N:5]=[CH:6][CH:7]=[CH:8][C:9]2=[N:1][CH:2]=1, predict the reactants needed to synthesize it. The reactants are: [N:1]1[CH:2]=[C:3]([C:10]2[CH:11]=[C:12]([C:15]([O:17][CH3:18])=[O:16])[S:13][CH:14]=2)[N:4]2[C:9]=1[CH:8]=[CH:7][CH:6]=[N:5]2.S(Br)([Br:21])=O.